This data is from Catalyst prediction with 721,799 reactions and 888 catalyst types from USPTO. The task is: Predict which catalyst facilitates the given reaction. (1) Reactant: [CH:1]1([N:4]2[C:13]3[C:8](=[CH:9][C:10]([F:24])=[C:11]([N:15]4[CH2:20][CH2:19][CH:18]([NH2:21])[C:17]([CH3:23])([CH3:22])[CH2:16]4)[C:12]=3[CH3:14])[C:7](=[O:25])[C:6]([C:26]([OH:28])=[O:27])=[CH:5]2)[CH2:3][CH2:2]1.[ClH:29].CCOCC. Product: [ClH:29].[CH:1]1([N:4]2[C:13]3[C:8](=[CH:9][C:10]([F:24])=[C:11]([N:15]4[CH2:20][CH2:19][CH:18]([NH2:21])[C:17]([CH3:22])([CH3:23])[CH2:16]4)[C:12]=3[CH3:14])[C:7](=[O:25])[C:6]([C:26]([OH:28])=[O:27])=[CH:5]2)[CH2:3][CH2:2]1. The catalyst class is: 8. (2) Reactant: [CH3:1][O:2][C:3]1[CH:8]=[CH:7][N:6]=[CH:5][CH:4]=1.[OH:9]O. Product: [CH3:1][O:2][C:3]1[CH:8]=[CH:7][N+:6]([O-:9])=[CH:5][CH:4]=1. The catalyst class is: 15. (3) Reactant: [C:1]([N:8]1[CH2:13][CH2:12][O:11][C@H:10]([CH2:14][C:15]2[CH:20]=[CH:19][C:18]([O:21]CC3C=CC=CC=3)=[CH:17][CH:16]=2)[CH2:9]1)([O:3][C:4]([CH3:7])([CH3:6])[CH3:5])=[O:2]. Product: [C:1]([N:8]1[CH2:13][CH2:12][O:11][C@H:10]([CH2:14][C:15]2[CH:20]=[CH:19][C:18]([OH:21])=[CH:17][CH:16]=2)[CH2:9]1)([O:3][C:4]([CH3:6])([CH3:7])[CH3:5])=[O:2]. The catalyst class is: 29. (4) Reactant: [OH:1][C:2]12[CH2:9][CH2:8][C:5]([C:10]3[NH:18][C:17]4[C:16](=O)[NH:15][C:14](=[O:20])[N:13]([CH2:21][CH2:22][CH3:23])[C:12]=4[N:11]=3)([CH2:6][CH2:7]1)[CH2:4][CH2:3]2.P12(SP3(SP(SP(S3)(S1)=S)(=S)S2)=S)=[S:25]. Product: [OH:1][C:2]12[CH2:9][CH2:8][C:5]([C:10]3[NH:18][C:17]4[C:16](=[S:25])[NH:15][C:14](=[O:20])[N:13]([CH2:21][CH2:22][CH3:23])[C:12]=4[N:11]=3)([CH2:6][CH2:7]1)[CH2:4][CH2:3]2. The catalyst class is: 17. (5) Reactant: [Cl:1][C:2]1[CH:3]=[C:4]([C:9]2[CH:13]=[C:12]([C:14](O)=[O:15])[N:11]([CH2:17][C:18]3[CH:23]=[CH:22][C:21]([C:24]([O:26][CH3:27])=[O:25])=[CH:20][N:19]=3)[N:10]=2)[CH:5]=[CH:6][C:7]=1[Cl:8].[CH:28]1[CH:33]=N[C:31]2[N:34](O)N=N[C:30]=2[CH:29]=1.[C:38](NC1CCCCC1)([CH3:41])([CH3:40])[CH3:39].[CH3:49]CN(C(C)C)C(C)C.C(Cl)CCl. Product: [C:38]([C@@H:28]1[CH2:29][CH2:30][C@H:31]([NH:34][C:14]([C:12]2[N:11]([CH2:17][C:18]3[CH:23]=[CH:22][C:21]([C:24]([O:26][CH3:27])=[O:25])=[CH:20][N:19]=3)[N:10]=[C:9]([C:4]3[CH:5]=[CH:6][C:7]([Cl:8])=[C:2]([Cl:1])[CH:3]=3)[CH:13]=2)=[O:15])[CH2:49][CH2:33]1)([CH3:41])([CH3:40])[CH3:39]. The catalyst class is: 39.